From a dataset of Reaction yield outcomes from USPTO patents with 853,638 reactions. Predict the reaction yield, written as a fraction of the theoretical maximum amount of product (1.0 means a 100% yield; for example, 0.34 means a 34% yield). (1) The reactants are [CH2:1]([C:4]1([S:7]([NH:10][C:11]2[C:16](OC)=[CH:15][C:14]([F:19])=[C:13]([F:20])[C:12]=2[NH:21][C:22]2[CH:27]=[CH:26][C:25]([I:28])=[CH:24][C:23]=2[F:29])(=[O:9])=[O:8])[CH2:6][CH2:5]1)[CH:2]=C.C[N+]1([O-])CC[O:34][CH2:33]C1.CC[O:40]C(C)=O. The catalyst is C1COCC1.O.[Os](=O)(=O)(=O)=O. The product is [F:20][C:13]1[C:12]([NH:21][C:22]2[CH:27]=[CH:26][C:25]([I:28])=[CH:24][C:23]=2[F:29])=[C:11]([NH:10][S:7]([C:4]2([CH2:1][CH:2]([OH:40])[CH2:33][OH:34])[CH2:5][CH2:6]2)(=[O:8])=[O:9])[CH:16]=[CH:15][C:14]=1[F:19]. The yield is 0.780. (2) The yield is 0.480. The reactants are Cl[CH2:2][CH2:3][CH2:4][O:5][C:6]1[CH:11]=[CH:10][C:9]([C:12]2[S:13][C:14]3[CH2:19][N:18]([S:20]([C:23]4[CH:28]=[CH:27][C:26]([CH3:29])=[CH:25][CH:24]=4)(=[O:22])=[O:21])[CH2:17][C:15]=3[N:16]=2)=[CH:8][CH:7]=1.[CH3:30][CH:31]1[CH2:35][CH2:34][CH2:33][NH:32]1. The product is [CH3:29][C:26]1[CH:27]=[CH:28][C:23]([S:20]([N:18]2[CH2:19][C:14]3[S:13][C:12]([C:9]4[CH:10]=[CH:11][C:6]([O:5][CH2:4][CH2:3][CH2:2][N:32]5[CH2:33][CH2:34][CH2:35][CH:31]5[CH3:30])=[CH:7][CH:8]=4)=[N:16][C:15]=3[CH2:17]2)(=[O:22])=[O:21])=[CH:24][CH:25]=1. The catalyst is C(#N)C. (3) The reactants are [Cl:1][C:2]1[CH:3]=[N+:4]([O-])[CH:5]=[CH:6][CH:7]=1.C[Si]([C:13]#[N:14])(C)C.CCN(CC)CC. The catalyst is C(#N)C. The product is [Cl:1][C:2]1[C:3]([C:13]#[N:14])=[N:4][CH:5]=[CH:6][CH:7]=1. The yield is 0.670. (4) The reactants are [C:1]1([C@H:11]2[C@H:16]([C:17]3[C:26]4[C:21](=[CH:22][CH:23]=[CH:24][CH:25]=4)[CH:20]=[CH:19][CH:18]=3)[N:15]3[CH2:27][CH2:28][N:12]2[CH2:13][CH2:14]3)[C:10]2[C:5](=[CH:6][CH:7]=[CH:8][CH:9]=2)[CH:4]=[CH:3][CH:2]=1.[F:29][C:30]([F:37])([F:36])[S:31]([O:34]C)(=[O:33])=[O:32]. The catalyst is CCOCC. The product is [F:29][C:30]([F:37])([F:36])[S:31]([O-:34])(=[O:33])=[O:32].[CH3:30][N+:12]12[CH2:28][CH2:27][N:15]([CH2:14][CH2:13]1)[C@@H:16]([C:17]1[C:26]3[C:21](=[CH:22][CH:23]=[CH:24][CH:25]=3)[CH:20]=[CH:19][CH:18]=1)[C@@H:11]2[C:1]1[C:10]2[C:5](=[CH:6][CH:7]=[CH:8][CH:9]=2)[CH:4]=[CH:3][CH:2]=1. The yield is 0.950. (5) The catalyst is C(Cl)Cl. The reactants are Br[CH:2]([CH:8](Br)[C:9]([C:11]1[CH:16]=[CH:15][C:14]([O:17][CH3:18])=[C:13]([O:19][CH3:20])[CH:12]=1)=[O:10])[C:3]([O:5][CH2:6][CH3:7])=[O:4].C(N(CC)CC)C.COC1C=C(C(=O)C#CC(OC)=O)C=CC=1OC. The product is [CH3:20][O:19][C:13]1[CH:12]=[C:11]([C:9](=[O:10])[C:8]#[C:2][C:3]([O:5][CH2:6][CH3:7])=[O:4])[CH:16]=[CH:15][C:14]=1[O:17][CH3:18]. The yield is 0.820. (6) The reactants are [Br:1][C:2]1[C:3]([OH:13])=[C:4]([C:10](=[O:12])[CH3:11])[CH:5]=[C:6]([Cl:9])[C:7]=1F.[C-]#N.[K+].C[N:18]([CH3:21])C=O.I[CH2:23][CH3:24].C(=O)([O-])[O-].[K+].[K+]. The catalyst is C(OCC)(=O)C. The product is [C:10]([C:4]1[CH:5]=[C:6]([Cl:9])[C:7]([C:21]#[N:18])=[C:2]([Br:1])[C:3]=1[O:13][CH2:23][CH3:24])(=[O:12])[CH3:11]. The yield is 0.500. (7) The reactants are [Cl:1][C:2]1[CH:20]=[CH:19][C:5]([CH2:6][N:7]2[CH:12]=[C:11](Br)[CH:10]=[C:9]([C:14]([O:16][CH3:17])=[O:15])[C:8]2=[O:18])=[CH:4][CH:3]=1.[CH3:21][O:22][C:23]1[CH:28]=[CH:27][C:26](B(O)O)=[CH:25][CH:24]=1. No catalyst specified. The product is [Cl:1][C:2]1[CH:20]=[CH:19][C:5]([CH2:6][N:7]2[CH:12]=[C:11]([C:26]3[CH:27]=[CH:28][C:23]([O:22][CH3:21])=[CH:24][CH:25]=3)[CH:10]=[C:9]([C:14]([O:16][CH3:17])=[O:15])[C:8]2=[O:18])=[CH:4][CH:3]=1. The yield is 0.820. (8) The reactants are [OH-].[Na+].C1(C[O:10][C:11]([C:13]2([NH:19][C:20]([C:22]3[CH:27]=[CH:26][C:25]([CH2:28][N:29]([CH3:31])[CH3:30])=[CH:24][CH:23]=3)=O)[CH2:18][CH2:17][CH2:16][CH2:15][CH2:14]2)=[O:12])C=CC=CC=1.Cl.C(N(CC)CC)C.Cl.C(N=C=NCCCN(C)C)C. The catalyst is O1CCCC1.C(Cl)Cl. The product is [CH3:30][N:29]([CH2:28][C:25]1[CH:26]=[CH:27][C:22]([C:20]2[O:10][C:11](=[O:12])[C:13]3([CH2:14][CH2:15][CH2:16][CH2:17][CH2:18]3)[N:19]=2)=[CH:23][CH:24]=1)[CH3:31]. The yield is 0.680. (9) The reactants are [I:1][C:2]1[CH:7]=[CH:6][NH:5][C:4](=[O:8])[C:3]=1[CH:9]=[O:10].[F:11][C:12]1[CH:17]=[CH:16][C:15](B(O)O)=[CH:14][CH:13]=1.C(O)(=O)CCCCCCCCCCCCC.N1C(C)=CC=CC=1C. The catalyst is C1(C)C=CC=CC=1.C([O-])(=O)C.[Cu+2].C([O-])(=O)C. The product is [F:11][C:12]1[CH:17]=[CH:16][C:15]([N:5]2[CH:6]=[CH:7][C:2]([I:1])=[C:3]([CH:9]=[O:10])[C:4]2=[O:8])=[CH:14][CH:13]=1. The yield is 0.420. (10) The reactants are [OH:1]OS([O-])=O.[K+].[CH2:7]([S:9][C:10]1[C:11]2[N:12]([CH:19]=[C:20]([C:22]3[CH:27]=[CH:26][CH:25]=[CH:24][CH:23]=3)[CH:21]=2)[N:13]=[CH:14][C:15]=1[C:16]([NH2:18])=[O:17])[CH3:8]. The catalyst is O.CC(C)=O. The product is [CH2:7]([S:9]([C:10]1[C:11]2[N:12]([CH:19]=[C:20]([C:22]3[CH:27]=[CH:26][CH:25]=[CH:24][CH:23]=3)[CH:21]=2)[N:13]=[CH:14][C:15]=1[C:16]([NH2:18])=[O:17])=[O:1])[CH3:8]. The yield is 0.930.